Task: Binary Classification. Given a miRNA mature sequence and a target amino acid sequence, predict their likelihood of interaction.. Dataset: Experimentally validated miRNA-target interactions with 360,000+ pairs, plus equal number of negative samples (1) The miRNA is mmu-miR-1955-3p with sequence GAGCAUUGCAUGCUGGGACAU. Result: 1 (interaction). The protein sequence of the target gene is MTGIAAASFFSNTCRFGGCGLHFPTLADLIEHIEDNHIDTDPRVLEKQELQQPTYVALSYINRFMTDAARREQESLKKKIQPKLSLTLSSSVSRGNVSTPPRHSSGSLTPPVTPPITPSSSFRSSTPTGSEYDEEEVDYEESDSDESWTTESAISSEAILSSMCMNGGEEKPFACPVPGCKKRYKNVNGIKYHAKNGHRTQIRVRKPFKCRCGKSYKTAQGLRHHTINFHPPVSAEMIRKMQQ. (2) The miRNA is hsa-miR-6821-5p with sequence GUGCGUGGUGGCUCGAGGCGGGG. The protein sequence of the target gene is MARRWSTKESQRRGSAWLLLFLAGVYGNGALAELSENVHISGVSTACGESPEQIRAPSGIITSPGWPSDYPAQVNCSWLIRANPGEIITISFQDFDIQGSRRCTLDWLTIETYKNIESYRACGSTIPPPYISSQDHVWIRFHSDDSVSRKGFRLAYFSGKSEQPDCACDQFRCGNGKCIPEAWKCNSMDECGDSSDEEVCASDAHPPTTTAFQPCAYNQFQCLSRFTKVYTCLPESLKCDGNIDCLDLGDEIDCDMPTCGQWLKYFYGTFNSPNYPDFYPPGSNCTWLIDTGDHRKVILR.... Result: 0 (no interaction). (3) The miRNA is hsa-miR-149-5p with sequence UCUGGCUCCGUGUCUUCACUCCC. The protein sequence of the target gene is MMDLVLEEDVTVPGTLSGCSGLVPSVPDDLDGINPNAGLGNGLLPNVSEETVSPTRARNMKDFENQITELKKENFNLKLRIYFLEERMQQEFHGPTEHIYKTNIELKVEVESLKRELQEREQLLIKASKAVESLAEAGGSEIQRVKEDARKKVQQVEDLLTKRILLLEKDVTAAQAELEKAFAGTETEKALRLRLESKLSEMKKMHEGDLAMALVLDEKDRLIEELKLSLKSKEALIQCLKEEKSQMACPDENVSSGELRGLCAAPREEKERETEAAQMEHQKERNSFEERIQALEEDLR.... Result: 1 (interaction). (4) The miRNA is hsa-miR-4426 with sequence GAAGAUGGACGUACUUU. The protein sequence of the target gene is SVYRTRSLGVAAEGLPDQYADGEAARVWQLYIGDTRSRTAEYKAWLLGLLRQHGCQRVLDVACGTGVDSIMLVEEGFSVTSVDASDKMLKYALKERWNRRHEPAFDKWVIEEANWMTLDKDVPKSPMGGFDAVICQGNSFAHLPDCRGDQSEHRLALKNITSMVRSGGLLVIDHRNYDHILSTGCAPPGKNIYYKSDLIKDITTSVLTVNNKAHMVTLDYTVQVPGTGHRGSPGLSKFRLSYYPHCLASFTELLQTAFGGNGQHSVLGDFKPYKPGQAYIPCYFIHVLRKTD. Result: 0 (no interaction). (5) The miRNA is hsa-miR-424-3p with sequence CAAAACGUGAGGCGCUGCUAU. The protein sequence of the target gene is MASRLLRGAGTLAAQALRARGPSGAAAMRSMASGGGVPTDEEQATGLEREIMLAAKKGLDPYNVLAPKGASGTREDPNLVPSISNKRIVGCICEEDNTSVVWFWLHKGEAQRCPRCGAHYKLVPQQLAH. Result: 0 (no interaction). (6) The miRNA is bta-miR-10a with sequence UACCCUGUAGAUCCGAAUUUGUG. The protein sequence of the target gene is MNRIRIHVLPTNRGRITPVPRSQEPLSCSFTHRPCSQPRLEGQEFCIKHILEDKNAPFKQCSYVSTKNGKRCPSAAPKPEKKDGVSFCAEHARRNALALHAQMKKSNPGPMGETLLCQLSSYAKTELGSQTPESSRSEASRILDEDSWSDGDQEPITVDQTWRGDPDSEADSIDSDQEDPLKHAGVYTAEEVALIMREKLIRLQSLYIDQFKRLQHLLKEKKRRYLHNRKVEHEALGSSLLTGPEGLLAKERENLKRLKCLRRYRQRYGVEALLHRQLKERRMLATDGAAQQAHTTRSSQ.... Result: 0 (no interaction). (7) Result: 0 (no interaction). The miRNA is dme-miR-5-5p with sequence AAAGGAACGAUCGUUGUGAUAUG. The protein sequence of the target gene is MRRLRRLAHLVLFCPFSKRLQGRLPGLRVRCIFLAWLGVFAGSWLVYVHYSSYSERCRGHVCQVVICDQYRKGIISGSVCQDLCELHMVEWRTCLSVAPGQQVYSGLWRDKDVTIKCGIEETLDSKARSDAAPRRELVLFDKPTRGTSIKEFREMTLSFLKANLGDLPSLPALVGQVLLMADFNKDNRVSLAEAKSVWALLQRNEFLLLLSLQEKEHASRLLGYCGDLYLTEGVPHGAWHAAALPPLLRPLLPPALQGALQQWLGPAWPWRAKIAIGLLEFVEELFHGSYGTFYMCETTL....